Dataset: Full USPTO retrosynthesis dataset with 1.9M reactions from patents (1976-2016). Task: Predict the reactants needed to synthesize the given product. (1) Given the product [F:26][C:27]1[CH:51]=[CH:50][CH:49]=[CH:48][C:28]=1[CH2:29][CH2:30][C:31]1[N:32]([C:41]2[CH:46]=[CH:45][C:44]([F:47])=[CH:43][CH:42]=2)[C:33]([C:36]([OH:38])=[O:37])=[CH:34][N:35]=1, predict the reactants needed to synthesize it. The reactants are: CN1C=C(CN(C)C(C2N(C3C=CC(F)=CC=3)C(S)=NC=2)=O)C(C)=N1.[F:26][C:27]1[CH:51]=[CH:50][CH:49]=[CH:48][C:28]=1[CH2:29][CH2:30][C:31]1[N:32]([C:41]2[CH:46]=[CH:45][C:44]([F:47])=[CH:43][CH:42]=2)[C:33]([C:36]([O:38]CC)=[O:37])=[CH:34][N:35]=1.[OH-].[Li+].C1COCC1. (2) Given the product [Br:1][C:2]1[CH:7]=[CH:6][C:5]([C:8]2[C:9]([C:15]3[CH:20]=[CH:19][C:18]([S:21][CH3:22])=[CH:17][CH:16]=3)=[N:10][O:11][C:12]=2[CH3:14])=[CH:4][CH:3]=1, predict the reactants needed to synthesize it. The reactants are: [Br:1][C:2]1[CH:7]=[CH:6][C:5]([CH:8]2[C:12]([CH3:14])(O)[O:11][N:10]=[C:9]2[C:15]2[CH:20]=[CH:19][C:18]([S:21][CH3:22])=[CH:17][CH:16]=2)=[CH:4][CH:3]=1.BrC1C=CC(C2C(C3C=CC(SC)=C(F)C=3)C(C)(O)ON=2)=CC=1. (3) Given the product [Cl:1][C:2]1[CH:3]=[CH:4][C:5]2[N:11]([C:12](=[O:30])[C:13]3[CH:18]=[CH:17][C:16]([NH:19][C:20](=[O:28])[C:21]4[CH:26]=[CH:25][CH:24]=[CH:23][C:22]=4[CH3:27])=[CH:15][C:14]=3[CH3:29])[CH2:10][CH2:9][CH2:8][CH:7]([OH:31])[C:6]=2[CH:32]=1, predict the reactants needed to synthesize it. The reactants are: [Cl:1][C:2]1[CH:3]=[CH:4][C:5]2[N:11]([C:12](=[O:30])[C:13]3[CH:18]=[CH:17][C:16]([NH:19][C:20](=[O:28])[C:21]4[CH:26]=[CH:25][CH:24]=[CH:23][C:22]=4[CH3:27])=[CH:15][C:14]=3[CH3:29])[CH2:10][CH2:9][CH2:8][C:7](=[O:31])[C:6]=2[CH:32]=1.O.[BH4-].[Na+].Cl. (4) Given the product [CH3:58][C:48]1[CH:49]=[CH:50][C:51]([S:54]([OH:57])(=[O:56])=[O:55])=[CH:52][CH:53]=1.[F:1][C:2]1[CH:3]=[C:4]([NH:21][C:22]([C:24]2[C:25](=[O:45])[N:26]([C:39]3[CH:40]=[CH:41][CH:42]=[CH:43][CH:44]=3)[N:27]([CH2:30][C@H:31]([O:33][C:34](=[O:38])[C@@H:35]([NH2:37])[CH3:36])[CH3:32])[C:28]=2[CH3:29])=[O:23])[CH:5]=[CH:6][C:7]=1[O:8][C:9]1[C:18]2[C:13](=[CH:14][C:15]([O:19][CH3:20])=[CH:16][CH:17]=2)[N:12]=[CH:11][CH:10]=1, predict the reactants needed to synthesize it. The reactants are: [F:1][C:2]1[CH:3]=[C:4]([NH:21][C:22]([C:24]2[C:25](=[O:45])[N:26]([C:39]3[CH:44]=[CH:43][CH:42]=[CH:41][CH:40]=3)[N:27]([CH2:30][C@H:31]([O:33][C:34](=[O:38])[C@@H:35]([NH2:37])[CH3:36])[CH3:32])[C:28]=2[CH3:29])=[O:23])[CH:5]=[CH:6][C:7]=1[O:8][C:9]1[C:18]2[C:13](=[CH:14][C:15]([O:19][CH3:20])=[CH:16][CH:17]=2)[N:12]=[CH:11][CH:10]=1.CO.[C:48]1([CH3:58])[CH:53]=[CH:52][C:51]([S:54]([OH:57])(=[O:56])=[O:55])=[CH:50][CH:49]=1. (5) The reactants are: [NH:1]1[C:9]2[C:4](=[C:5]([C:10]3[CH:18]=[C:17]4[C:13]([CH:14]=[N:15][N:16]4[CH3:19])=[C:12]([N+:20]([O-])=O)[CH:11]=3)[CH:6]=[CH:7][CH:8]=2)[CH:3]=[CH:2]1. Given the product [NH:1]1[C:9]2[C:4](=[C:5]([C:10]3[CH:11]=[C:12]([NH2:20])[C:13]4[CH:14]=[N:15][N:16]([CH3:19])[C:17]=4[CH:18]=3)[CH:6]=[CH:7][CH:8]=2)[CH:3]=[CH:2]1, predict the reactants needed to synthesize it. (6) Given the product [F:13][C:2]([F:1])([F:12])[C:3]1[CH:4]=[N:5][CH:6]=[C:7]([CH:11]=1)[C:8]([O:10][CH3:18])=[O:9], predict the reactants needed to synthesize it. The reactants are: [F:1][C:2]([F:13])([F:12])[C:3]1[CH:4]=[N:5][CH:6]=[C:7]([CH:11]=1)[C:8]([OH:10])=[O:9].S(Cl)(Cl)=O.[CH3:18]O. (7) The reactants are: [C:1]([NH:5][C:6]1[C:15]2[C:14](=[O:16])[N:13]([CH2:17][CH2:18][OH:19])[CH:12]=[CH:11][C:10]=2[CH:9]=[C:8]([NH:20][C:21]2[N:26]=[CH:25][N:24]=[C:23]([O:27][CH:28]3[CH2:33][CH2:32][N:31](C(OC(C)(C)C)=O)[CH2:30][CH2:29]3)[CH:22]=2)[N:7]=1)([CH3:4])([CH3:3])[CH3:2].C(O)(C(F)(F)F)=O. Given the product [C:1]([NH:5][C:6]1[N:7]=[C:8]([NH:20][C:21]2[CH:22]=[C:23]([O:27][CH:28]3[CH2:33][CH2:32][NH:31][CH2:30][CH2:29]3)[N:24]=[CH:25][N:26]=2)[CH:9]=[C:10]2[C:15]=1[C:14](=[O:16])[N:13]([CH2:17][CH2:18][OH:19])[CH:12]=[CH:11]2)([CH3:4])([CH3:2])[CH3:3], predict the reactants needed to synthesize it.